Task: Predict which catalyst facilitates the given reaction.. Dataset: Catalyst prediction with 721,799 reactions and 888 catalyst types from USPTO Reactant: CN(C)C=[O:4].Cl[CH2:7][CH2:8][CH2:9][O:10][C:11]1[CH:20]=[C:19]2[C:14]([C:15]([O:21][C:22]3[C:23]([CH3:32])=[N:24][C:25]4[C:30]([CH:31]=3)=[CH:29][CH:28]=[CH:27][CH:26]=4)=[CH:16][CH:17]=[N:18]2)=[CH:13][C:12]=1[O:33][CH3:34].C(=O)([O-])[O-].[K+].[K+]. Product: [CH3:34][O:33][C:12]1[CH:13]=[C:14]2[C:19](=[CH:20][C:11]=1[O:10][CH2:9][CH2:8][CH2:7][OH:4])[N:18]=[CH:17][CH:16]=[C:15]2[O:21][C:22]1[C:23]([CH3:32])=[N:24][C:25]2[C:30]([CH:31]=1)=[CH:29][CH:28]=[CH:27][CH:26]=2. The catalyst class is: 6.